Dataset: Reaction yield outcomes from USPTO patents with 853,638 reactions. Task: Predict the reaction yield, written as a fraction of the theoretical maximum amount of product (1.0 means a 100% yield; for example, 0.34 means a 34% yield). (1) The reactants are [NH2:1][C:2]1[CH:7]=[CH:6][N:5]=[CH:4][N:3]=1.C[Si]([N-][Si](C)(C)C)(C)C.[Na+].Cl[C:19]1[N:24]=[C:23]([N:25]2[CH2:30][CH2:29][O:28][CH2:27][CH2:26]2)[N:22]=[C:21]([N:31]2[C:35]3[CH:36]=[CH:37][CH:38]=[C:39]([O:40][CH3:41])[C:34]=3[N:33]=[C:32]2[CH:42]([F:44])[F:43])[N:20]=1.C(O)(=O)C. The catalyst is C1COCC1.O. The product is [F:44][CH:42]([F:43])[C:32]1[N:31]([C:21]2[N:22]=[C:23]([N:25]3[CH2:30][CH2:29][O:28][CH2:27][CH2:26]3)[N:24]=[C:19]([NH:1][C:2]3[CH:7]=[CH:6][N:5]=[CH:4][N:3]=3)[N:20]=2)[C:35]2[CH:36]=[CH:37][CH:38]=[C:39]([O:40][CH3:41])[C:34]=2[N:33]=1. The yield is 0.160. (2) The reactants are [F:1][C:2]1[CH:3]=[C:4]([NH:13][S:14]([C:17]2[CH:25]=[CH:24][C:20]([C:21](O)=[O:22])=[CH:19][CH:18]=2)(=[O:16])=[O:15])[CH:5]=[C:6]([F:12])[C:7]=1[C:8]([O:10]C)=[O:9].[CH:26]1([NH2:29])[CH2:28][CH2:27]1.[OH-].[Na+].Cl. The catalyst is S(Cl)(Cl)=O.CO. The product is [CH:26]1([NH:29][C:21]([C:20]2[CH:24]=[CH:25][C:17]([S:14]([NH:13][C:4]3[CH:5]=[C:6]([F:12])[C:7]([C:8]([OH:10])=[O:9])=[C:2]([F:1])[CH:3]=3)(=[O:15])=[O:16])=[CH:18][CH:19]=2)=[O:22])[CH2:28][CH2:27]1. The yield is 0.510. (3) The reactants are O=[C:2]1[CH2:5][CH:4]([C:6]([OH:8])=[O:7])[CH2:3]1.C1(P(=[CH:28][C:29]([O:31][C:32]([CH3:35])([CH3:34])[CH3:33])=[O:30])(C2C=CC=CC=2)C2C=CC=CC=2)C=CC=CC=1. The catalyst is C1(C)C=CC=CC=1. The product is [C:32]([O:31][C:29](=[O:30])[CH:28]=[C:2]1[CH2:5][CH:4]([C:6]([OH:8])=[O:7])[CH2:3]1)([CH3:35])([CH3:34])[CH3:33]. The yield is 0.890. (4) The reactants are [C:1]([O:8][CH3:9])(=[O:7])/[CH:2]=[CH:3]/[C:4]([OH:6])=[O:5].[CH2:10]([NH:14][C:15](=[O:18])[CH2:16]Cl)[CH2:11][CH2:12][CH3:13]. The catalyst is CN1C(=O)CCC1. The product is [C:4]([O:6][CH2:16][C:15](=[O:18])[NH:14][CH2:10][CH2:11][CH2:12][CH3:13])(=[O:5])/[CH:3]=[CH:2]/[C:1]([O:8][CH3:9])=[O:7]. The yield is 0.210. (5) The reactants are [NH:1]1[C:5]([C:6]2[CH:11]=[CH:10][C:9]([C:12]3[C:21]([CH3:22])=[CH:20][C:19]4[C:14](=[CH:15][CH:16]=[C:17]([O:23]C)[CH:18]=4)[N:13]=3)=[CH:8][CH:7]=2)=[N:4][N:3]=[N:2]1. The catalyst is CN1C(=O)CCC1. The product is [NH:4]1[C:5]([C:6]2[CH:11]=[CH:10][C:9]([C:12]3[C:21]([CH3:22])=[CH:20][C:19]4[C:14](=[CH:15][CH:16]=[C:17]([OH:23])[CH:18]=4)[N:13]=3)=[CH:8][CH:7]=2)=[N:1][N:2]=[N:3]1. The yield is 0.380.